From a dataset of Catalyst prediction with 721,799 reactions and 888 catalyst types from USPTO. Predict which catalyst facilitates the given reaction. (1) Reactant: [CH3:1][N:2]1[CH:7]=[C:6]([C:8]([OH:10])=[O:9])[C:5]([C:11]([O:13][CH3:14])=[O:12])=[C:4](Cl)[C:3]1=[O:16].[N:17]1[CH:22]=[CH:21][C:20](B(O)O)=[CH:19][CH:18]=1.[C:26]([O-])([O-])=O.[Cs+].[Cs+]. Product: [N:17]1[CH:22]=[CH:21][C:20]([C:4]2[C:3](=[O:16])[N:2]([CH3:1])[CH:7]=[C:6]([C:8]([O:10][CH3:26])=[O:9])[C:5]=2[C:11]([O:13][CH3:14])=[O:12])=[CH:19][CH:18]=1. The catalyst class is: 622. (2) Reactant: CCN(C(C)C)C(C)C.[C:10](Cl)(=[O:14])[CH:11]([CH3:13])[CH3:12].Cl.[NH2:17][CH2:18][C:19]1[CH:24]=[CH:23][C:22]([C:25]([N:27]2[CH2:36][C:35]3[CH:34]=[N:33][N:32]([CH3:37])[C:31]=3[NH:30][C:29]3[CH:38]=[C:39]([Cl:42])[CH:40]=[CH:41][C:28]2=3)=[O:26])=[CH:21][C:20]=1[F:43].C1C(N=NC2C(=O)N(C3C=CC(S([O-])(=O)=O)=CC=3)N=C2C([O-])=O)=CC=C(S([O-])(=O)=O)C=1.[Na+].[Na+].[Na+]. Product: [Cl:42][C:39]1[CH:40]=[CH:41][C:28]2[N:27]([C:25]([C:22]3[CH:23]=[CH:24][C:19]([CH2:18][NH:17][C:10](=[O:14])[CH:11]([CH3:13])[CH3:12])=[C:20]([F:43])[CH:21]=3)=[O:26])[CH2:36][C:35]3[CH:34]=[N:33][N:32]([CH3:37])[C:31]=3[NH:30][C:29]=2[CH:38]=1. The catalyst class is: 4.